From a dataset of Reaction yield outcomes from USPTO patents with 853,638 reactions. Predict the reaction yield, written as a fraction of the theoretical maximum amount of product (1.0 means a 100% yield; for example, 0.34 means a 34% yield). The reactants are [CH3:1][O:2][N:3]=[CH:4][CH2:5][NH:6][C:7]([C:9]1[CH:31]=[CH:30][CH:29]=[CH:28][C:10]=1[C:11]([NH:13][C:14]1[CH:19]=[CH:18][C:17]([C:20]([F:26])([F:25])[C:21]([F:24])([F:23])[F:22])=[CH:16][C:15]=1[CH3:27])=[O:12])=[O:8].BrN1C(=O)CCC1=O.[I:40]N1C(=O)CCC1=O. No catalyst specified. The product is [I:40][C:31]1[C:9]([C:7]([NH:6][CH2:5][CH:4]=[N:3][O:2][CH3:1])=[O:8])=[C:10]([CH:28]=[CH:29][CH:30]=1)[C:11]([NH:13][C:14]1[CH:19]=[CH:18][C:17]([C:20]([F:25])([F:26])[C:21]([F:24])([F:23])[F:22])=[CH:16][C:15]=1[CH3:27])=[O:12]. The yield is 0.530.